Dataset: Forward reaction prediction with 1.9M reactions from USPTO patents (1976-2016). Task: Predict the product of the given reaction. (1) Given the reactants [F:1][C:2]([F:25])([F:24])[CH2:3][N:4]1[C:8]([C:9]2[N:18]=[C:17]3[N:11]([CH2:12][CH2:13][O:14][C:15]4[CH:22]=[C:21]([OH:23])[CH:20]=[CH:19][C:16]=43)[CH:10]=2)=[N:7][CH:6]=[N:5]1.[CH3:26][O:27][C:28](=[O:34])[CH:29](O)[CH:30]([CH3:32])[CH3:31].CO, predict the reaction product. The product is: [CH3:26][O:27][C:28](=[O:34])[CH:29]([O:23][C:21]1[CH:20]=[CH:19][C:16]2[C:17]3[N:11]([CH2:12][CH2:13][O:14][C:15]=2[CH:22]=1)[CH:10]=[C:9]([C:8]1[N:4]([CH2:3][C:2]([F:24])([F:1])[F:25])[N:5]=[CH:6][N:7]=1)[N:18]=3)[CH:30]([CH3:32])[CH3:31]. (2) Given the reactants [F:1][C:2]1[CH:3]=[C:4]([C:8]2[CH:16]=[CH:15][CH:14]=[C:13]3[C:9]=2/[C:10](=[CH:18]/[C:19]2[NH:23][C:22]([CH3:24])=[C:21]([C:25](O)=[O:26])[C:20]=2[CH3:28])/[C:11](=[O:17])[NH:12]3)[CH:5]=[CH:6][CH:7]=1.C(Cl)CCl.C1C=CC2N(O)N=NC=2C=1.[CH:43]1([CH2:46][NH:47][CH2:48][C@@H:49]2[CH2:53][CH2:52][CH2:51][NH:50]2)[CH2:45][CH2:44]1, predict the reaction product. The product is: [CH:43]1([CH2:46][NH:47][CH2:48][C@@H:49]2[CH2:53][CH2:52][CH2:51][N:50]2[C:25]([C:21]2[C:20]([CH3:28])=[C:19](/[CH:18]=[C:10]3\[C:11](=[O:17])[NH:12][C:13]4[C:9]\3=[C:8]([C:4]3[CH:5]=[CH:6][CH:7]=[C:2]([F:1])[CH:3]=3)[CH:16]=[CH:15][CH:14]=4)[NH:23][C:22]=2[CH3:24])=[O:26])[CH2:44][CH2:45]1. (3) Given the reactants C([N:3](C(=O)C1C=CC(O)=CC=1)[C:4]1[CH:9]=[C:8]([O:10][CH3:11])[CH:7]=[CH:6][C:5]=1[C@H:12]1[CH2:21][CH2:20][C:19]2[CH:18]=[C:17]([O:22]C(=O)C(C)(C)C)[CH:16]=[CH:15][C:14]=2[CH2:13]1)C.Cl[CH2:39][C:40]([N:42]([CH2:45][CH3:46])[CH2:43][CH3:44])=O, predict the reaction product. The product is: [CH2:43]([N:42]([CH2:45][CH3:46])[CH2:40][CH2:39][O:10][C:8]1[CH:9]=[CH:4][C:5]([CH2:12][CH2:13][CH2:14][NH:3][C:4]2[CH:9]=[C:8]([O:10][CH3:11])[CH:7]=[CH:6][C:5]=2[C@H:12]2[CH2:21][CH2:20][C:19]3[CH:18]=[C:17]([OH:22])[CH:16]=[CH:15][C:14]=3[CH2:13]2)=[CH:6][CH:7]=1)[CH3:44]. (4) Given the reactants [F:1][CH2:2][C@:3]1([C:40]([O:42]CC2C=CC=CC=2)=[O:41])[CH2:8][CH2:7][C:6]([C:9]2[C:10]([CH3:39])([CH3:38])[C@H:11]3[C@:24]([CH3:27])([CH2:25][CH:26]=2)[C@@H:23]2[C@:14]([CH3:37])([C@@:15]4([CH3:36])[C@H:20]([CH2:21][CH2:22]2)[C@H:19]2[C@H:28]([C:31]([CH3:33])=[CH2:32])[CH2:29][CH2:30][C@:18]2([CH:34]=O)[CH2:17][CH2:16]4)[CH2:13][CH2:12]3)=[CH:5][CH2:4]1.C(O)(=O)C.[NH2:54][CH2:55][CH2:56][CH2:57][N:58]1[CH2:63][CH2:62][S:61](=[O:65])(=[O:64])[CH2:60][CH2:59]1.C(O[BH-](OC(=O)C)OC(=O)C)(=O)C.[Na+], predict the reaction product. The product is: [O:64]=[S:61]1(=[O:65])[CH2:60][CH2:59][N:58]([CH2:57][CH2:56][CH2:55][NH:54][CH2:34][C@:18]23[CH2:30][CH2:29][C@@H:28]([C:31]([CH3:33])=[CH2:32])[C@@H:19]2[C@@H:20]2[C@@:15]([CH3:36])([CH2:16][CH2:17]3)[C@@:14]3([CH3:37])[C@@H:23]([C@:24]4([CH3:27])[C@@H:11]([CH2:12][CH2:13]3)[C:10]([CH3:38])([CH3:39])[C:9]([C:6]3[CH2:7][CH2:8][C@:3]([CH2:2][F:1])([C:40]([OH:42])=[O:41])[CH2:4][CH:5]=3)=[CH:26][CH2:25]4)[CH2:22][CH2:21]2)[CH2:63][CH2:62]1. (5) Given the reactants [Al].[Li].[F:3][C:4]([F:25])([F:24])[O:5][C:6]1[CH:11]=[CH:10][C:9]([C:12]2[S:13][CH:14]=[C:15](C(OCC(C)C)=O)[N:16]=2)=[CH:8][CH:7]=1.[OH2:26].O.O.O.O.O.O.O.O.O.S([O-])([O-])(=O)=O.[Na+].[Na+].[O:43]1[CH2:47][CH2:46]C[CH2:44]1, predict the reaction product. The product is: [F:25][C:4]([F:3])([F:24])[O:5][C:6]1[CH:7]=[CH:8][C:9]([C:12]2[S:13][C:14]([C:44]([O:43][CH2:47][CH3:46])=[O:26])=[CH:15][N:16]=2)=[CH:10][CH:11]=1. (6) Given the reactants [C:1]1([CH:7]([C:18]2[CH:23]=[CH:22][CH:21]=[CH:20][CH:19]=2)[C:8]2[NH:9][C:10]3[CH:16]=[C:15]([NH2:17])[CH:14]=[CH:13][C:11]=3[N:12]=2)[CH:6]=[CH:5][CH:4]=[CH:3][CH:2]=1.[Br:24]Br, predict the reaction product. The product is: [C:18]1([CH:7]([C:1]2[CH:6]=[CH:5][CH:4]=[CH:3][CH:2]=2)[C:8]2[NH:9][C:10]3[C:16]([Br:24])=[C:15]([NH2:17])[CH:14]=[CH:13][C:11]=3[N:12]=2)[CH:23]=[CH:22][CH:21]=[CH:20][CH:19]=1.